Task: Predict the product of the given reaction.. Dataset: Forward reaction prediction with 1.9M reactions from USPTO patents (1976-2016) (1) Given the reactants [F:1][C:2]([F:30])([F:29])[C:3]([CH:18]=[N:19][C:20]1[CH:28]=[CH:27][CH:26]=[C:25]2[C:21]=1[CH:22]=[N:23][NH:24]2)([OH:17])[CH2:4][C:5]([C:8]1[CH:13]=[C:12]([Br:14])[CH:11]=[CH:10][C:9]=1[O:15][CH3:16])([CH3:7])[CH3:6].B(Br)(Br)Br.C(=O)(O)[O-].[Na+].C(OCC)(=O)C, predict the reaction product. The product is: [Br:14][C:12]1[CH:11]=[CH:10][C:9]([O:15][CH3:16])=[C:8]2[C:13]=1[CH:18]([NH:19][C:20]1[CH:28]=[CH:27][CH:26]=[C:25]3[C:21]=1[CH:22]=[N:23][NH:24]3)[C:3]([C:2]([F:29])([F:1])[F:30])([OH:17])[CH2:4][C:5]2([CH3:7])[CH3:6]. (2) Given the reactants [CH3:1][C:2]1[CH:3]=[C:4]([CH:22]=[CH:23][CH:24]=1)[NH:5][C:6]1[C:15]2[C:10](=[CH:11][CH:12]=[CH:13][CH:14]=2)[C:9]([CH:16]2OCOC[O:17]2)=[N:8][N:7]=1.[OH-].[Na+], predict the reaction product. The product is: [CH3:1][C:2]1[CH:3]=[C:4]([CH:22]=[CH:23][CH:24]=1)[NH:5][C:6]1[C:15]2[C:10](=[CH:11][CH:12]=[CH:13][CH:14]=2)[C:9]([CH:16]=[O:17])=[N:8][N:7]=1. (3) Given the reactants CCN(C(C)C)C(C)C.[C:10]1([N:16]2[CH:20]=[C:19]([C:21]([OH:23])=O)[N:18]=[N:17]2)[CH:15]=[CH:14][CH:13]=[CH:12][CH:11]=1.C1C=CC2N(O)N=NC=2C=1.CCN=C=NCCCN(C)C.Cl.[NH2:46][CH2:47][C:48]([N:50]1[CH2:55][CH2:54][N:53]([C:56](=[O:68])[C:57]2[CH:62]=[C:61]([F:63])[CH:60]=[CH:59][C:58]=2[C:64]([F:67])([F:66])[F:65])[CH2:52][CH2:51]1)=[O:49], predict the reaction product. The product is: [F:63][C:61]1[CH:60]=[CH:59][C:58]([C:64]([F:66])([F:65])[F:67])=[C:57]([CH:62]=1)[C:56]([N:53]1[CH2:54][CH2:55][N:50]([C:48](=[O:49])[CH2:47][NH:46][C:21]([C:19]2[N:18]=[N:17][N:16]([C:10]3[CH:11]=[CH:12][CH:13]=[CH:14][CH:15]=3)[CH:20]=2)=[O:23])[CH2:51][CH2:52]1)=[O:68]. (4) Given the reactants [CH2:1]([N:4]1[C:12]2[C:7](=[CH:8][CH:9]=[CH:10][CH:11]=2)[C:6](=[O:13])[C:5]1=[O:14])[CH2:2][CH3:3].N1C2C(=CC=CC=2)C(=O)[C:16]1=O.BrCC(C)C, predict the reaction product. The product is: [CH2:1]([N:4]1[C:12]2[C:7](=[CH:8][CH:9]=[CH:10][CH:11]=2)[C:6](=[O:13])[C:5]1=[O:14])[CH:2]([CH3:16])[CH3:3]. (5) The product is: [NH3:23].[CH:8]1([CH2:14][CH2:15][CH2:16][C@@H:17]([C:22]2[O:26][N:25]=[C:24]([C:27]([N:29]3[CH2:34][CH2:33][CH:32]([N:35]([CH3:37])[CH3:36])[CH2:31][CH2:30]3)=[O:28])[N:23]=2)[CH2:18][C:19]([NH:54][OH:55])=[O:21])[CH2:9][CH2:10][CH2:11][CH2:12][CH2:13]1. Given the reactants FC(F)(F)C(O)=O.[CH:8]1([CH2:14][CH2:15][CH2:16][C@@H:17]([C:22]2[O:26][N:25]=[C:24]([C:27]([N:29]3[CH2:34][CH2:33][CH:32]([N:35]([CH3:37])[CH3:36])[CH2:31][CH2:30]3)=[O:28])[N:23]=2)[CH2:18][C:19]([OH:21])=O)[CH2:13][CH2:12][CH2:11][CH2:10][CH2:9]1.CN1CCOCC1.ClC(OCC(C)C)=O.Cl.[NH2:54][OH:55], predict the reaction product. (6) Given the reactants [C:1]([C:5]1[CH:31]=[C:8]2[N:9]=[C:10]([CH3:30])[C:11]([CH:22]([CH2:27][CH2:28][CH3:29])[C:23]([O:25]C)=[O:24])=[C:12]([C:13]3[CH:21]=[C:20]4[C:16]([CH:17]=[CH:18][NH:19]4)=[CH:15][CH:14]=3)[N:7]2[N:6]=1)([CH3:4])([CH3:3])[CH3:2].[OH-].[Na+], predict the reaction product. The product is: [C:1]([C:5]1[CH:31]=[C:8]2[N:9]=[C:10]([CH3:30])[C:11]([CH:22]([CH2:27][CH2:28][CH3:29])[C:23]([OH:25])=[O:24])=[C:12]([C:13]3[CH:21]=[C:20]4[C:16]([CH:17]=[CH:18][NH:19]4)=[CH:15][CH:14]=3)[N:7]2[N:6]=1)([CH3:3])([CH3:4])[CH3:2]. (7) Given the reactants Br[C:2]1([CH3:8])[CH2:7][CH2:6][CH2:5][CH2:4][CH2:3]1.C([SnH](CCCC)CCCC)CCC.[CH2:22]([O:29][C:30]([NH:32][C:33](=[CH2:38])[C:34]([O:36][CH3:37])=[O:35])=[O:31])[C:23]1[CH:28]=[CH:27][CH:26]=[CH:25][CH:24]=1.N(C(C)(C)C#N)=NC(C)(C)C#N, predict the reaction product. The product is: [CH2:22]([O:29][C:30]([NH:32][CH:33]([CH2:38][C:2]1([CH3:8])[CH2:7][CH2:6][CH2:5][CH2:4][CH2:3]1)[C:34]([O:36][CH3:37])=[O:35])=[O:31])[C:23]1[CH:24]=[CH:25][CH:26]=[CH:27][CH:28]=1. (8) Given the reactants [CH3:1][O:2][C:3]([C:5]1[N:6]=[N:7][N:8]([CH3:14])[C:9]=1[C:10]([O:12]C)=[O:11])=[O:4].O.[OH-].[Li+:17], predict the reaction product. The product is: [CH3:1][O:2][C:3]([C:5]1[N:6]=[N:7][N:8]([CH3:14])[C:9]=1[C:10]([O-:12])=[O:11])=[O:4].[Li+:17].